Dataset: Forward reaction prediction with 1.9M reactions from USPTO patents (1976-2016). Task: Predict the product of the given reaction. (1) Given the reactants [OH:1][C:2]1[CH:9]=[CH:8][C:7]([O:10][CH2:11][OH:12])=[CH:6][C:3]=1[C:4]#[N:5].Cl[CH2:14][C:15]([C:17]1[CH:22]=[CH:21][C:20]([Cl:23])=[CH:19][C:18]=1[Cl:24])=[O:16].C(=O)([O-])[O-].[K+].[K+], predict the reaction product. The product is: [NH2:5][C:4]1[C:3]2[CH:6]=[C:7]3[C:8]([O:12][CH2:11][O:10]3)=[CH:9][C:2]=2[O:1][C:14]=1[C:15]([C:17]1[CH:22]=[CH:21][C:20]([Cl:23])=[CH:19][C:18]=1[Cl:24])=[O:16]. (2) Given the reactants [C:1]([C:3]1[CH:4]=[CH:5][C:6]2[N:7]([N:9]=[CH:10][N:11]=2)[CH:8]=1)#[CH:2].CN(CCN(C)C)C.Br[C:21]1[CH:26]=[CH:25][CH:24]=[C:23]([CH3:27])[N:22]=1, predict the reaction product. The product is: [CH3:27][C:23]1[N:22]=[C:21]([C:2]#[C:1][C:3]2[CH:4]=[CH:5][C:6]3[N:7]([N:9]=[CH:10][N:11]=3)[CH:8]=2)[CH:26]=[CH:25][CH:24]=1. (3) Given the reactants [OH:1][C:2]1[CH:20]=[CH:19][CH:18]=[C:17]([CH3:21])[C:3]=1[CH2:4][NH:5][C:6]1[C:7]2[N:8]([C:12]([CH3:16])=[C:13]([CH3:15])[N:14]=2)[CH:9]=[CH:10][CH:11]=1.C(N(CC)CC)C.[F:29][C:30]([F:43])([F:42])[S:31](O[S:31]([C:30]([F:43])([F:42])[F:29])(=[O:33])=[O:32])(=[O:33])=[O:32].C1C=CC(N(S(C(F)(F)F)(=O)=O)S(C(F)(F)F)(=O)=O)=CC=1.C(=O)([O-])[O-].[K+].[K+], predict the reaction product. The product is: [F:29][C:30]([F:43])([F:42])[S:31]([O:1][C:2]1[CH:20]=[CH:19][CH:18]=[C:17]([CH3:21])[C:3]=1[CH2:4][NH:5][C:6]1[C:7]2[N:8]([C:12]([CH3:16])=[C:13]([CH3:15])[N:14]=2)[CH:9]=[CH:10][CH:11]=1)(=[O:33])=[O:32]. (4) Given the reactants [F:1][C:2]1[C:3]([C:14](Cl)=[N:15][OH:16])=[CH:4][C:5]2[C:9]([CH3:11])([CH3:10])[O:8][B:7]([OH:12])[C:6]=2[CH:13]=1.[Cl:18][C:19]1[CH:24]=[C:23]([C:25]([C:27]([F:30])([F:29])[F:28])=[CH2:26])[CH:22]=[C:21]([Cl:31])[C:20]=1[Cl:32], predict the reaction product. The product is: [F:1][C:2]1[C:3]([C:14]2[CH2:26][C:25]([C:23]3[CH:22]=[C:21]([Cl:31])[C:20]([Cl:32])=[C:19]([Cl:18])[CH:24]=3)([C:27]([F:30])([F:29])[F:28])[O:16][N:15]=2)=[CH:4][C:5]2[C:9]([CH3:11])([CH3:10])[O:8][B:7]([OH:12])[C:6]=2[CH:13]=1. (5) Given the reactants C(OC([N:8]1[CH2:13][CH2:12][N:11]([C:14]2[C:19]3[O:20][CH2:21][S:22](=[O:32])(=[O:31])[N:23]([CH2:24][C:25]4[CH:30]=[CH:29][CH:28]=[CH:27][CH:26]=4)[C:18]=3[CH:17]=[CH:16][CH:15]=2)[CH2:10][CH2:9]1)=O)(C)(C)C.[ClH:33].CCOCC, predict the reaction product. The product is: [ClH:33].[CH2:24]([N:23]1[C:18]2[CH:17]=[CH:16][CH:15]=[C:14]([N:11]3[CH2:10][CH2:9][NH:8][CH2:13][CH2:12]3)[C:19]=2[O:20][CH2:21][S:22]1(=[O:32])=[O:31])[C:25]1[CH:30]=[CH:29][CH:28]=[CH:27][CH:26]=1.